This data is from Full USPTO retrosynthesis dataset with 1.9M reactions from patents (1976-2016). The task is: Predict the reactants needed to synthesize the given product. (1) Given the product [CH3:25][N:21]1[C:22]2[C:17](=[CH:16][C:15]([C:10]3[CH:11]=[N:12][CH:13]=[C:14]4[C:9]=3[CH2:8][CH2:7][CH2:6][N:5]4[CH2:4][CH2:3][NH:2][S:36]([CH2:34][CH3:35])(=[O:38])=[O:37])=[CH:24][CH:23]=2)[CH2:18][CH2:19][C:20]1=[O:26], predict the reactants needed to synthesize it. The reactants are: Cl.[NH2:2][CH2:3][CH2:4][N:5]1[C:14]2[C:9](=[C:10]([C:15]3[CH:16]=[C:17]4[C:22](=[CH:23][CH:24]=3)[N:21]([CH3:25])[C:20](=[O:26])[CH2:19][CH2:18]4)[CH:11]=[N:12][CH:13]=2)[CH2:8][CH2:7][CH2:6]1.C(N(CC)CC)C.[CH2:34]([S:36](Cl)(=[O:38])=[O:37])[CH3:35].O. (2) Given the product [CH3:1][O:2][C:3](=[O:18])[CH2:4][C:5]1[C:6]([CH3:17])=[N:7][N:8]([C:20]2[S:24][CH:23]=[N:22][CH:21]=2)[C:9]=1[C:10]1[CH:15]=[CH:14][C:13]([Cl:16])=[CH:12][CH:11]=1, predict the reactants needed to synthesize it. The reactants are: [CH3:1][O:2][C:3](=[O:18])[CH2:4][C:5]1[C:6]([CH3:17])=[N:7][NH:8][C:9]=1[C:10]1[CH:15]=[CH:14][C:13]([Cl:16])=[CH:12][CH:11]=1.Br[C:20]1[S:24][CH:23]=[N:22][CH:21]=1.C(=NO)C1C(=CC=CC=1)O.C([O-])([O-])=O.[Cs+].[Cs+]. (3) Given the product [OH:11][C:7]1[CH:8]=[C:9]2[C:4]([C:2](=[O:3])[CH2:1][C:14]([CH3:15])([CH3:13])[O:10]2)=[CH:5][CH:6]=1, predict the reactants needed to synthesize it. The reactants are: [CH3:1][C:2]([C:4]1[CH:5]=[CH:6][C:7]([OH:11])=[CH:8][C:9]=1[OH:10])=[O:3].N1C[CH2:15][CH2:14][CH2:13]1.CC(C)=O. (4) Given the product [C:1]1([C:7]2[O:11][N:10]=[C:9]([NH:12][C:13](=[O:20])[C:14]3[CH:19]=[CH:18][CH:17]=[CH:16][CH:15]=3)[N:8]=2)[CH:2]=[CH:3][CH:4]=[CH:5][CH:6]=1, predict the reactants needed to synthesize it. The reactants are: [C:1]1([C:7]2[O:11][N:10]=[C:9]([NH2:12])[N:8]=2)[CH:6]=[CH:5][CH:4]=[CH:3][CH:2]=1.[C:13](Cl)(=[O:20])[C:14]1[CH:19]=[CH:18][CH:17]=[CH:16][CH:15]=1. (5) Given the product [OH:26][CH2:25][CH:21]1[CH2:22][CH2:23][CH2:24][N:19]([C:13]([C:11]2[S:12][C:8]([C:5]3[C:4]([CH3:16])=[C:3]([C:2]([F:1])([F:18])[F:17])[O:7][N:6]=3)=[CH:9][CH:10]=2)=[O:15])[CH2:20]1, predict the reactants needed to synthesize it. The reactants are: [F:1][C:2]([F:18])([F:17])[C:3]1[O:7][N:6]=[C:5]([C:8]2[S:12][C:11]([C:13]([OH:15])=O)=[CH:10][CH:9]=2)[C:4]=1[CH3:16].[NH:19]1[CH2:24][CH2:23][CH2:22][CH:21]([CH2:25][OH:26])[CH2:20]1.C1COCC1.N1CCCCC1. (6) Given the product [Cl:1][C:2]1[CH:7]=[CH:6][CH:5]=[CH:4][C:3]=1[CH2:8][N:9]1[C:14](=[O:15])[C:13]([C:38]([NH:39][CH2:55][C:56]([OH:58])=[O:57])=[O:66])=[C:12]([OH:16])[N:11]=[C:10]1[C:17]1[C:18]([Cl:24])=[CH:19][CH:20]=[CH:21][C:22]=1[Cl:23], predict the reactants needed to synthesize it. The reactants are: [Cl:1][C:2]1[CH:7]=[CH:6][CH:5]=[CH:4][C:3]=1[CH2:8][N:9]1[C:14](=[O:15])[CH:13]=[C:12]([OH:16])[N:11]=[C:10]1[C:17]1[C:22]([Cl:23])=[CH:21][CH:20]=[CH:19][C:18]=1[Cl:24].[Cl-].C[Al+]C.CCCCCC.ClC1C=CC=CC=1[CH2:38][NH2:39].ClC1C=CC=C(Cl)C=1C#N.C(OCC)(=O)[CH2:55][C:56]([O:58]CC)=[O:57].C[O-:66].[Na+].CO. (7) Given the product [N:20]1([CH2:19][CH2:18][NH2:17])[CH2:25][CH2:24][O:23][CH2:22][CH2:21]1, predict the reactants needed to synthesize it. The reactants are: BrC1C=C(C2C3C(=NC([NH:17][CH2:18][CH2:19][N:20]4[CH2:25][CH2:24][O:23][CH2:22][CH2:21]4)=NC=3)N(COCC[Si](C)(C)C)N=2)C=CC=1.ClC1C=CC(CN)=CC=1.CN(C1C(C2C(P(C3CCCCC3)C3CCCCC3)=CC=CC=2)=CC=CC=1)C.C(O[Na])(C)(C)C. (8) Given the product [Cl:27][C:13]1[C:12]([CH3:28])=[C:11]([C:10]2[C:3]3[C:2]([O:39][C@H:40]([CH2:46][C:47]4[CH:52]=[CH:51][CH:50]=[CH:49][C:48]=4[O:53][CH:54]4[CH2:59][CH2:58][CH2:57][CH2:56][O:55]4)[C:41]([O:43][CH2:44][CH3:45])=[O:42])=[N:7][CH:6]=[N:5][C:4]=3[S:8][C:9]=2[C:29]2[CH:34]=[CH:33][C:32]([F:35])=[C:31]([CH2:36][O:37][CH3:38])[CH:30]=2)[CH:16]=[CH:15][C:14]=1[O:17][CH2:18][CH2:19][N:20]1[CH2:25][CH2:24][N:23]([CH3:26])[CH2:22][CH2:21]1, predict the reactants needed to synthesize it. The reactants are: Cl[C:2]1[C:3]2[C:10]([C:11]3[CH:16]=[CH:15][C:14]([O:17][CH2:18][CH2:19][N:20]4[CH2:25][CH2:24][N:23]([CH3:26])[CH2:22][CH2:21]4)=[C:13]([Cl:27])[C:12]=3[CH3:28])=[C:9]([C:29]3[CH:34]=[CH:33][C:32]([F:35])=[C:31]([CH2:36][O:37][CH3:38])[CH:30]=3)[S:8][C:4]=2[N:5]=[CH:6][N:7]=1.[OH:39][C@H:40]([CH2:46][C:47]1[CH:52]=[CH:51][CH:50]=[CH:49][C:48]=1[O:53][CH:54]1[CH2:59][CH2:58][CH2:57][CH2:56][O:55]1)[C:41]([O:43][CH2:44][CH3:45])=[O:42].C([O-])([O-])=O.[Cs+].[Cs+].Cl. (9) Given the product [CH2:13]([O:12][C:11]([NH:1][C:2]1[CH:6]=[CH:5][S:4][C:3]=1[C:7]([O:9][CH3:10])=[O:8])=[O:20])[C:14]1[CH:19]=[CH:18][CH:17]=[CH:16][CH:15]=1, predict the reactants needed to synthesize it. The reactants are: [NH2:1][C:2]1[CH:6]=[CH:5][S:4][C:3]=1[C:7]([O:9][CH3:10])=[O:8].[C:11](Cl)(=[O:20])[O:12][CH2:13][C:14]1[CH:19]=[CH:18][CH:17]=[CH:16][CH:15]=1. (10) Given the product [C:78]([O:82][C:83](=[O:86])[CH2:13][N:11]1[CH:12]=[C:8]([C:6](=[O:7])[N:5]([CH2:1][CH2:2][CH2:3][CH3:4])[CH2:36][CH2:37][CH2:38][CH3:39])[N:9]=[C:10]1[C:14]1[CH:23]=[CH:22][C:17]([C:18]([O:20][CH3:21])=[O:19])=[CH:16][C:15]=1[C:24]([N:26]1[CH2:35][CH2:34][C:33]2[C:28](=[CH:29][CH:30]=[CH:31][CH:32]=2)[CH2:27]1)=[O:25])([CH3:81])([CH3:80])[CH3:79], predict the reactants needed to synthesize it. The reactants are: [CH2:1]([N:5]([CH2:36][CH2:37][CH2:38][CH3:39])[C:6]([C:8]1[N:9]=[C:10]([C:14]2[CH:23]=[CH:22][C:17]([C:18]([O:20][CH3:21])=[O:19])=[CH:16][C:15]=2[C:24]([N:26]2[CH2:35][CH2:34][C:33]3[C:28](=[CH:29][CH:30]=[CH:31][CH:32]=3)[CH2:27]2)=[O:25])[N:11]([CH3:13])[CH:12]=1)=[O:7])[CH2:2][CH2:3][CH3:4].C(N(CCCC)C(C1N=C(C2C=CC(C(OC)=O)=CC=2C(N2CCC3C(=CC=CC=3)C2)=O)NC=1)=O)CCC.[C:78]([O:82][C:83](=[O:86])CBr)([CH3:81])([CH3:80])[CH3:79].